Dataset: Catalyst prediction with 721,799 reactions and 888 catalyst types from USPTO. Task: Predict which catalyst facilitates the given reaction. (1) Reactant: [Br:1][C:2]1[C:3]([CH3:15])=[C:4]([Cl:14])[CH:5]=[C:6]([CH:11](Cl)[CH3:12])[C:7]=1[O:8][CH2:9][CH3:10].[CH3:16][C:17]1[C:25]2[C:20](=[N:21][CH:22]=[N:23][C:24]=2[NH2:26])[NH:19][N:18]=1.[I-].[K+].C(=O)([O-])[O-].[Cs+].[Cs+]. Product: [Br:1][C:2]1[C:7]([O:8][CH2:9][CH3:10])=[C:6]([CH:11]([N:19]2[C:20]3=[N:21][CH:22]=[N:23][C:24]([NH2:26])=[C:25]3[C:17]([CH3:16])=[N:18]2)[CH3:12])[CH:5]=[C:4]([Cl:14])[C:3]=1[CH3:15]. The catalyst class is: 454. (2) Reactant: [NH2:1][C:2]1[CH:43]=[CH:42][C:5]([C:6]([NH:8][C:9]2[CH:14]=[CH:13][CH:12]=[C:11]([NH:15][C:16]3[N:21]=[C:20]([C:22]4[C:30]5[C:25](=[CH:26][CH:27]=[CH:28][CH:29]=5)[N:24](S(C5C=CC=CC=5)(=O)=O)[CH:23]=4)[C:19]([C:40]#[N:41])=[CH:18][N:17]=3)[CH:10]=2)=[O:7])=[CH:4][CH:3]=1.[OH-].[Na+]. Product: [NH2:1][C:2]1[CH:43]=[CH:42][C:5]([C:6]([NH:8][C:9]2[CH:14]=[CH:13][CH:12]=[C:11]([NH:15][C:16]3[N:21]=[C:20]([C:22]4[C:30]5[C:25](=[CH:26][CH:27]=[CH:28][CH:29]=5)[NH:24][CH:23]=4)[C:19]([C:40]#[N:41])=[CH:18][N:17]=3)[CH:10]=2)=[O:7])=[CH:4][CH:3]=1. The catalyst class is: 12.